This data is from Forward reaction prediction with 1.9M reactions from USPTO patents (1976-2016). The task is: Predict the product of the given reaction. (1) Given the reactants [CH3:1][O:2][C:3]1[CH:8]=[CH:7][C:6](O)=[CH:5][CH:4]=1.N12CCCNC1CCCC=C2.[CH3:21][C:22]([OH:26])([CH:24]=[CH2:25])[CH3:23].FC(F)(F)C(OC(=O)C(F)(F)F)=O.[Cl-].[NH4+], predict the reaction product. The product is: [CH3:21][C:22]([CH3:23])([O:26][C:6]1[CH:7]=[CH:8][C:3]([O:2][CH3:1])=[CH:4][CH:5]=1)[CH:24]=[CH2:25]. (2) Given the reactants [Si:1]([O:18][CH2:19][C@@H:20]([N:23]1[C@H:28]([C:29]2[CH:34]=[CH:33][C:32]([Cl:35])=[CH:31][CH:30]=2)[C@@H:27]([C:36]2[CH:41]=[CH:40][CH:39]=[C:38]([Cl:42])[CH:37]=2)[CH2:26][C@@H:25]([CH2:43][C:44]([O:46][CH3:47])=[O:45])[C:24]1=[O:48])[CH2:21][CH3:22])([C:14]([CH3:17])([CH3:16])[CH3:15])([C:8]1[CH:13]=[CH:12][CH:11]=[CH:10][CH:9]=1)[C:2]1[CH:7]=[CH:6][CH:5]=[CH:4][CH:3]=1.[CH3:49]N(P(N(C)C)(N(C)C)=O)C.[Li+].C[Si]([N-][Si](C)(C)C)(C)C.IC, predict the reaction product. The product is: [Si:1]([O:18][CH2:19][C@@H:20]([N:23]1[C@H:28]([C:29]2[CH:30]=[CH:31][C:32]([Cl:35])=[CH:33][CH:34]=2)[C@@H:27]([C:36]2[CH:41]=[CH:40][CH:39]=[C:38]([Cl:42])[CH:37]=2)[CH2:26][C@@H:25]([CH:43]([CH3:49])[C:44]([O:46][CH3:47])=[O:45])[C:24]1=[O:48])[CH2:21][CH3:22])([C:14]([CH3:15])([CH3:17])[CH3:16])([C:8]1[CH:13]=[CH:12][CH:11]=[CH:10][CH:9]=1)[C:2]1[CH:3]=[CH:4][CH:5]=[CH:6][CH:7]=1. (3) Given the reactants Cl[C:2]1[CH:7]=[C:6]([I:8])[CH:5]=[C:4]([Cl:9])[N:3]=1.[NH2:10][CH2:11][CH:12]1[CH2:17][CH2:16][CH2:15][N:14]([C:18]([O:20][CH2:21][C:22]2[CH:27]=[CH:26][CH:25]=[CH:24][CH:23]=2)=[O:19])[CH2:13]1, predict the reaction product. The product is: [Cl:9][C:4]1[N:3]=[C:2]([NH:10][CH2:11][CH:12]2[CH2:17][CH2:16][CH2:15][N:14]([C:18]([O:20][CH2:21][C:22]3[CH:23]=[CH:24][CH:25]=[CH:26][CH:27]=3)=[O:19])[CH2:13]2)[CH:7]=[C:6]([I:8])[CH:5]=1.